Dataset: Full USPTO retrosynthesis dataset with 1.9M reactions from patents (1976-2016). Task: Predict the reactants needed to synthesize the given product. (1) Given the product [C:1]1([C:11]2[CH:12]([C:19]3[CH:24]=[CH:23][N:22]=[CH:21][CH:20]=3)[CH2:13][C:14](=[O:15])[NH:26][N:27]=2)[C:10]2[C:5](=[CH:6][CH:7]=[CH:8][CH:9]=2)[CH:4]=[CH:3][CH:2]=1, predict the reactants needed to synthesize it. The reactants are: [C:1]1([C:11](=O)[CH:12]([C:19]2[CH:24]=[CH:23][N:22]=[CH:21][CH:20]=2)[CH2:13][C:14](OCC)=[O:15])[C:10]2[C:5](=[CH:6][CH:7]=[CH:8][CH:9]=2)[CH:4]=[CH:3][CH:2]=1.[NH2:26][NH2:27]. (2) Given the product [C:9]([C:10]1[S:15][C:16](=[NH:17])[N:1]([CH2:2][C:3]2([OH:7])[CH2:6][CH2:5][CH2:4]2)[CH:11]=1)([CH3:14])([CH3:13])[CH3:8], predict the reactants needed to synthesize it. The reactants are: [NH2:1][CH2:2][C:3]1([OH:7])[CH2:6][CH2:5][CH2:4]1.[CH3:8][C:9]([CH3:14])([CH3:13])[CH2:10][CH:11]=O.[S-:15][C:16]#[N:17].[K+].II. (3) The reactants are: [S:1]1[C:5]([C:6](O)=[O:7])=[CH:4][C:3]2[CH2:9][CH2:10][CH2:11][CH2:12][C:2]1=2.C(Cl)(=O)C(Cl)=O.C(N(CC)CC)C.[CH3:26][NH:27][O:28][CH3:29]. Given the product [CH3:29][O:28][N:27]([CH3:26])[C:6]([C:5]1[S:1][C:2]2[CH2:12][CH2:11][CH2:10][CH2:9][C:3]=2[CH:4]=1)=[O:7], predict the reactants needed to synthesize it.